This data is from Forward reaction prediction with 1.9M reactions from USPTO patents (1976-2016). The task is: Predict the product of the given reaction. (1) The product is: [Cl:1][C:2]1[C:7]([N:8]2[CH2:9][CH2:10][CH:11]([C:14]3[C:19]([O:20][CH3:21])=[CH:18][CH:17]=[CH:16][N:15]=3)[CH2:12][CH2:13]2)=[CH:6][N:5]=[N:4][C:3]=1[NH:22][NH:23][C:27](=[O:28])[CH2:26][C:25]([F:31])([F:30])[F:24]. Given the reactants [Cl:1][C:2]1[C:7]([N:8]2[CH2:13][CH2:12][CH:11]([C:14]3[C:19]([O:20][CH3:21])=[CH:18][CH:17]=[CH:16][N:15]=3)[CH2:10][CH2:9]2)=[CH:6][N:5]=[N:4][C:3]=1[NH:22][NH2:23].[F:24][C:25]([F:31])([F:30])[CH2:26][C:27](Cl)=[O:28], predict the reaction product. (2) Given the reactants O.[OH-].[Li+].[CH:4]1([CH:9]([C:27]2[CH:32]=[CH:31][C:30]([CH2:33][N:34]3[C:39](=[O:40])[CH2:38][O:37][C:36]([C:41]4[CH:46]=[CH:45][CH:44]=[CH:43][CH:42]=4)=[N:35]3)=[CH:29][CH:28]=2)[C:10]([NH:12][C:13]2[CH:21]=[CH:20][CH:19]=[C:18]3[C:14]=2[CH2:15][C:16]([CH3:26])([C:22]([O:24]C)=[O:23])[CH2:17]3)=[O:11])[CH2:8][CH2:7][CH2:6][CH2:5]1.Cl, predict the reaction product. The product is: [CH:4]1([CH:9]([C:27]2[CH:28]=[CH:29][C:30]([CH2:33][N:34]3[C:39](=[O:40])[CH2:38][O:37][C:36]([C:41]4[CH:42]=[CH:43][CH:44]=[CH:45][CH:46]=4)=[N:35]3)=[CH:31][CH:32]=2)[C:10]([NH:12][C:13]2[CH:21]=[CH:20][CH:19]=[C:18]3[C:14]=2[CH2:15][C:16]([CH3:26])([C:22]([OH:24])=[O:23])[CH2:17]3)=[O:11])[CH2:8][CH2:7][CH2:6][CH2:5]1. (3) Given the reactants [F:1][C:2]1[N:7]=[C:6]([O:8][C:9]2[CH:14]=[CH:13][C:12]([C:15]#[C:16][CH2:17]O)=[CH:11][C:10]=2[O:19][CH3:20])[CH:5]=[CH:4][CH:3]=1.C(N(CC)CC)C.CS([Cl:32])(=O)=O.[NH4+].[Cl-], predict the reaction product. The product is: [Cl:32][CH2:17][CH2:16][CH2:15][C:12]1[CH:13]=[CH:14][C:9]([O:8][C:6]2[CH:5]=[CH:4][CH:3]=[C:2]([F:1])[N:7]=2)=[C:10]([O:19][CH3:20])[CH:11]=1. (4) The product is: [Br:1][CH2:2][CH2:3][O:4][C:5]1[CH:32]=[CH:31][C:8]([CH2:9][C:10]2[C:19]3[C:14](=[CH:15][C:16]([OH:20])=[CH:17][CH:18]=3)[O:13][C:12](=[O:22])[C:11]=2[C:23]2[CH:28]=[CH:27][C:26]([Cl:29])=[CH:25][C:24]=2[Cl:30])=[CH:7][CH:6]=1. Given the reactants [Br:1][CH2:2][CH2:3][O:4][C:5]1[CH:32]=[CH:31][C:8]([CH2:9][C:10]2[C:19]3[C:14](=[CH:15][C:16]([O:20]C)=[CH:17][CH:18]=3)[O:13][C:12](=[O:22])[C:11]=2[C:23]2[CH:28]=[CH:27][C:26]([Cl:29])=[CH:25][C:24]=2[Cl:30])=[CH:7][CH:6]=1.[Al+3].[Cl-].[Cl-].[Cl-].CCS.C([O-])(O)=O.[Na+], predict the reaction product. (5) Given the reactants Cl[C:2]1[CH:7]=[CH:6][N:5]2[C:8]([C:11]([NH:13][C:14]3[CH:22]=[CH:21][CH:20]=[C:19]4[C:15]=3[C:16]([CH3:33])=[N:17][N:18]4[CH2:23][C:24]3[CH:29]=[CH:28][CH:27]=[C:26]([CH:30]([CH3:32])[CH3:31])[N:25]=3)=[O:12])=[CH:9][N:10]=[C:4]2[CH:3]=1.[CH3:34][C@@H:35]1[N:40]([CH3:41])[CH2:39][CH2:38][N:37]([CH2:42][CH2:43][OH:44])[CH2:36]1.[OH-].[K+].CS(C)=O, predict the reaction product. The product is: [CH3:34][C@@H:35]1[N:40]([CH3:41])[CH2:39][CH2:38][N:37]([CH2:42][CH2:43][O:44][C:2]2[CH:7]=[CH:6][N:5]3[C:8]([C:11]([NH:13][C:14]4[CH:22]=[CH:21][CH:20]=[C:19]5[C:15]=4[C:16]([CH3:33])=[N:17][N:18]5[CH2:23][C:24]4[CH:29]=[CH:28][CH:27]=[C:26]([CH:30]([CH3:32])[CH3:31])[N:25]=4)=[O:12])=[CH:9][N:10]=[C:4]3[CH:3]=2)[CH2:36]1. (6) Given the reactants [F:1][C:2]1[CH:8]=[CH:7][C:5]([NH2:6])=[CH:4][CH:3]=1.Br[C:10]1[CH:18]=[CH:17][CH:16]=[CH:15][C:11]=1[C:12](Cl)=[O:13], predict the reaction product. The product is: [CH2:8]([N:6]1[C:12](=[O:13])[C:11]2[C:15](=[CH:16][CH:17]=[CH:18][CH:10]=2)[C:7]2[CH:8]=[C:2]([F:1])[CH:3]=[CH:4][C:5]1=2)[CH2:2][CH2:3][CH3:4].